Task: Regression. Given a peptide amino acid sequence and an MHC pseudo amino acid sequence, predict their binding affinity value. This is MHC class I binding data.. Dataset: Peptide-MHC class I binding affinity with 185,985 pairs from IEDB/IMGT (1) The peptide sequence is PSDFFYLLF. The MHC is HLA-B48:01 with pseudo-sequence HLA-B48:01. The binding affinity (normalized) is 0.0847. (2) The peptide sequence is LENDAIRIY. The MHC is HLA-B40:02 with pseudo-sequence HLA-B40:02. The binding affinity (normalized) is 0.0252. (3) The peptide sequence is LLQEMVEYV. The MHC is H-2-Db with pseudo-sequence H-2-Db. The binding affinity (normalized) is 0.00254.